From a dataset of Forward reaction prediction with 1.9M reactions from USPTO patents (1976-2016). Predict the product of the given reaction. (1) Given the reactants [Br:1][C:2]1[CH:7]=[C:6]([NH:8][CH2:9][CH:10]2[CH2:15][CH2:14][O:13][CH2:12][CH2:11]2)[C:5]([NH2:16])=[CH:4][C:3]=1[Cl:17].[CH:18](O)=O, predict the reaction product. The product is: [Br:1][C:2]1[C:3]([Cl:17])=[CH:4][C:5]2[N:16]=[CH:18][N:8]([CH2:9][CH:10]3[CH2:11][CH2:12][O:13][CH2:14][CH2:15]3)[C:6]=2[CH:7]=1. (2) Given the reactants [NH:1]1[CH2:4][CH:3]([C:5]2[C:6]([O:26][CH3:27])=[C:7]([CH:13]([N:15]3[C:19]4=[N:20][CH:21]=[N:22][C:23]([NH2:24])=[C:18]4[C:17]([Br:25])=[N:16]3)[CH3:14])[CH:8]=[C:9]([Cl:12])[C:10]=2[CH3:11])[CH2:2]1.[CH2:28]([N:30](CC)CC)[CH3:29].BrCC#N, predict the reaction product. The product is: [NH2:24][C:23]1[N:22]=[CH:21][N:20]=[C:19]2[N:15]([CH:13]([C:7]3[C:6]([O:26][CH3:27])=[C:5]([CH:3]4[CH2:4][N:1]([CH2:29][C:28]#[N:30])[CH2:2]4)[C:10]([CH3:11])=[C:9]([Cl:12])[CH:8]=3)[CH3:14])[N:16]=[C:17]([Br:25])[C:18]=12. (3) The product is: [CH2:50]([O:49][C:48]1[C:47](=[O:57])[N:46]=[C:45]([CH2:58][C:59]2([C:64]3[CH:69]=[CH:68][CH:67]=[CH:66][CH:65]=3)[CH2:63][CH2:62][CH2:61][CH2:60]2)[N:44]2[CH2:71][CH2:70][N:40]([CH:36]3[CH2:39][CH2:38][CH2:37]3)[C:41](=[O:42])[C:43]=12)[C:51]1[CH:56]=[CH:55][CH:54]=[CH:53][CH:52]=1. Given the reactants C(OC1C(=O)N=C(CC2(C3C=CC=CC=3)CCCC2)N2CCN(C3CC3)C(=O)C=12)C1C=CC=CC=1.[CH:36]1([N:40]([CH2:70][CH2:71]O)[C:41]([C:43]2[C:48]([O:49][CH2:50][C:51]3[CH:56]=[CH:55][CH:54]=[CH:53][CH:52]=3)=[C:47]([OH:57])[N:46]=[C:45]([CH2:58][C:59]3([C:64]4[CH:69]=[CH:68][CH:67]=[CH:66][CH:65]=4)[CH2:63][CH2:62][CH2:61][CH2:60]3)[N:44]=2)=[O:42])[CH2:39][CH2:38][CH2:37]1, predict the reaction product. (4) Given the reactants Cl.[CH3:2][S:3]([C:6]1[CH:12]=[CH:11][C:9]([NH2:10])=[CH:8][CH:7]=1)(=[O:5])=[O:4].C[Al](C)C.[C:17]([C:19]1[CH:20]=[N:21][CH:22]=[CH:23][CH:24]=1)#[N:18].O, predict the reaction product. The product is: [CH3:2][S:3]([C:6]1[CH:12]=[CH:11][C:9]([NH:10][C:17]([C:19]2[CH:20]=[N:21][CH:22]=[CH:23][CH:24]=2)=[NH:18])=[CH:8][CH:7]=1)(=[O:4])=[O:5]. (5) Given the reactants [C:1]12([C:11]3[CH:12]=[C:13]([C:19]4[CH:20]=[C:21]([CH:31]=[CH:32][CH:33]=4)[CH:22]=[C:23]4[S:27][C:26](SC)=[N:25][C:24]4=[O:30])[CH:14]=[C:15]([F:18])[C:16]=3[OH:17])[CH2:10][CH:5]3[CH2:6][CH:7]([CH2:9][CH:3]([CH2:4]3)[CH2:2]1)[CH2:8]2.[NH2:34][C:35]([NH2:37])=[NH:36], predict the reaction product. The product is: [C:1]12([C:11]3[CH:12]=[C:13]([C:19]4[CH:20]=[C:21]([CH:31]=[CH:32][CH:33]=4)[CH:22]=[C:23]4[S:27][C:26]([NH:36][C:35]([NH2:37])=[NH:34])=[N:25][C:24]4=[O:30])[CH:14]=[C:15]([F:18])[C:16]=3[OH:17])[CH2:8][CH:7]3[CH2:6][CH:5]([CH2:4][CH:3]([CH2:9]3)[CH2:2]1)[CH2:10]2. (6) Given the reactants N1C2C=CC=CC=2N=C1C1C2C(=CC(C(O)=O)=CC=2)NN=1.[OH:22][C:23]1[CH:28]=[CH:27][C:26]([NH:29][C:30]([C:32]2[CH:40]=[C:39]3[C:35]([C:36]([CH:41]=O)=[N:37][NH:38]3)=[CH:34][CH:33]=2)=[O:31])=[CH:25][CH:24]=1.[F:43][C:44]1[C:49]([F:50])=[CH:48][C:47]([NH2:51])=[C:46]([NH2:52])[CH:45]=1, predict the reaction product. The product is: [F:43][C:44]1[C:49]([F:50])=[CH:48][C:47]2[NH:51][C:41]([C:36]3[C:35]4[C:39](=[CH:40][C:32]([C:30]([NH:29][C:26]5[CH:25]=[CH:24][C:23]([OH:22])=[CH:28][CH:27]=5)=[O:31])=[CH:33][CH:34]=4)[NH:38][N:37]=3)=[N:52][C:46]=2[CH:45]=1. (7) Given the reactants [H-].[Na+].[CH3:3][S:4]([NH2:7])(=[O:6])=[O:5].[C:8]([C:12]1[CH:17]=[CH:16][C:15]([C:18]2[CH:23]=[CH:22][CH:21]=[C:20]([CH:24]3[C:33]([CH3:35])([CH3:34])[CH2:32][C:31]4[C:26](=[C:27]([C:37](O)=[O:38])[CH:28]=[C:29]([Cl:36])[CH:30]=4)[NH:25]3)[CH:19]=2)=[CH:14][CH:13]=1)([CH3:11])([CH3:10])[CH3:9].C(N1C=CN=C1)(N1C=CN=C1)=O, predict the reaction product. The product is: [C:8]([C:12]1[CH:17]=[CH:16][C:15]([C:18]2[CH:23]=[CH:22][CH:21]=[C:20]([CH:24]3[C:33]([CH3:35])([CH3:34])[CH2:32][C:31]4[C:26](=[C:27]([C:37]([NH:7][S:4]([CH3:3])(=[O:6])=[O:5])=[O:38])[CH:28]=[C:29]([Cl:36])[CH:30]=4)[NH:25]3)[CH:19]=2)=[CH:14][CH:13]=1)([CH3:11])([CH3:9])[CH3:10].